From a dataset of Catalyst prediction with 721,799 reactions and 888 catalyst types from USPTO. Predict which catalyst facilitates the given reaction. (1) The catalyst class is: 73. Reactant: Br[C:2]1[C:10]2[C:9]([NH:11][C@H:12]([C:14]3[N:19]([C:20]4[CH:25]=[CH:24][CH:23]=[CH:22][CH:21]=4)[C:18](=[O:26])[C:17]4=[C:27]([CH3:30])[CH:28]=[CH:29][N:16]4[N:15]=3)[CH3:13])=[N:8][CH:7]=[N:6][C:5]=2[N:4]([CH2:31][O:32][CH2:33][CH2:34][Si:35]([CH3:38])([CH3:37])[CH3:36])[CH:3]=1.[CH3:39][C:40]1[O:44][C:43]([C:45]2[CH:46]=[C:47]([OH:60])[CH:48]=[C:49](B3OC(C)(C)C(C)(C)O3)[CH:50]=2)=[N:42][N:41]=1.C(=O)([O-])[O-].[Na+].[Na+]. Product: [OH:60][C:47]1[CH:48]=[C:49]([C:2]2[C:10]3[C:9]([NH:11][C@H:12]([C:14]4[N:19]([C:20]5[CH:25]=[CH:24][CH:23]=[CH:22][CH:21]=5)[C:18](=[O:26])[C:17]5=[C:27]([CH3:30])[CH:28]=[CH:29][N:16]5[N:15]=4)[CH3:13])=[N:8][CH:7]=[N:6][C:5]=3[N:4]([CH2:31][O:32][CH2:33][CH2:34][Si:35]([CH3:38])([CH3:37])[CH3:36])[CH:3]=2)[CH:50]=[C:45]([C:43]2[O:44][C:40]([CH3:39])=[N:41][N:42]=2)[CH:46]=1. (2) Reactant: [CH2:1]([O:5][C:6]1[CH:16]=[CH:15][C:9]([N:10]([CH3:14])[C:11](=[O:13])[CH3:12])=[CH:8][CH:7]=1)[CH2:2][CH2:3][CH3:4].C([N-]C(C)C)(C)C.[Li+].C(NC(C)C)(C)C.C([Li])CCC.[CH2:37]([N:44]1[CH2:49][CH2:48][C:47](=[O:50])[CH2:46][CH2:45]1)[C:38]1[CH:43]=[CH:42][CH:41]=[CH:40][CH:39]=1. Product: [CH2:1]([O:5][C:6]1[CH:16]=[CH:15][C:9]([N:10]([CH3:14])[C:11](=[O:13])[CH2:12][C:47]2([OH:50])[CH2:48][CH2:49][N:44]([CH2:37][C:38]3[CH:43]=[CH:42][CH:41]=[CH:40][CH:39]=3)[CH2:45][CH2:46]2)=[CH:8][CH:7]=1)[CH2:2][CH2:3][CH3:4]. The catalyst class is: 30. (3) Reactant: O[CH2:2][CH:3]([CH3:16])[CH2:4][C:5]1[C:10]([O:11][CH2:12][O:13][CH3:14])=[CH:9][CH:8]=[CH:7][C:6]=1[OH:15].CS(Cl)(=O)=O.CC([O-])(C)C.[K+]. Product: [CH3:2][CH:3]1[CH2:4][C:5]2[C:6](=[CH:7][CH:8]=[CH:9][C:10]=2[O:11][CH2:12][O:13][CH3:14])[O:15][CH2:16]1. The catalyst class is: 7. (4) Reactant: CS(C)=O.C(Cl)(=O)C(Cl)=O.[Cl:11][C:12]1[CH:13]=[C:14]([CH:17]=[C:18]([O:20][C:21]([F:24])([F:23])[F:22])[CH:19]=1)[CH2:15][OH:16].CCN(C(C)C)C(C)C. Product: [Cl:11][C:12]1[CH:13]=[C:14]([CH:17]=[C:18]([O:20][C:21]([F:22])([F:23])[F:24])[CH:19]=1)[CH:15]=[O:16]. The catalyst class is: 2. (5) Reactant: [OH-].[Na+].[CH3:3][O:4][C:5]1[CH:6]=[C:7]([CH:30]=[CH:31][C:32]=1[N:33]1[CH:37]=[C:36]([CH3:38])[N:35]=[CH:34]1)/[CH:8]=[C:9]1/[C:10](=[O:29])[N:11]2[C@@H:16]([CH2:17][CH2:18]/1)[CH2:15][CH2:14][CH2:13][C@H:12]2[C:19]1[CH:28]=[CH:27][C:22]([C:23]([O:25]C)=[O:24])=[CH:21][CH:20]=1.Cl. Product: [CH3:3][O:4][C:5]1[CH:6]=[C:7]([CH:30]=[CH:31][C:32]=1[N:33]1[CH:37]=[C:36]([CH3:38])[N:35]=[CH:34]1)/[CH:8]=[C:9]1/[C:10](=[O:29])[N:11]2[C@@H:16]([CH2:17][CH2:18]/1)[CH2:15][CH2:14][CH2:13][C@H:12]2[C:19]1[CH:28]=[CH:27][C:22]([C:23]([OH:25])=[O:24])=[CH:21][CH:20]=1. The catalyst class is: 5.